Dataset: Catalyst prediction with 721,799 reactions and 888 catalyst types from USPTO. Task: Predict which catalyst facilitates the given reaction. Reactant: [CH:1]1([Mg]Cl)[CH2:6][CH2:5][CH2:4][CH2:3][CH2:2]1.[NH2:9][C:10]1[CH:17]=[CH:16][CH:15]=[CH:14][C:11]=1[C:12]#[N:13].Cl[C:19](OC)=[O:20]. Product: [CH:1]1([C:12]2[C:11]3[C:10](=[CH:17][CH:16]=[CH:15][CH:14]=3)[NH:9][C:19](=[O:20])[N:13]=2)[CH2:6][CH2:5][CH2:4][CH2:3][CH2:2]1. The catalyst class is: 28.